Dataset: Full USPTO retrosynthesis dataset with 1.9M reactions from patents (1976-2016). Task: Predict the reactants needed to synthesize the given product. (1) Given the product [Cl:38][C:35]1[CH:36]=[CH:37][C:32]([CH:29]2[CH2:28][CH2:27][N:26]([C:24](=[O:25])[CH:23]([NH:22][S:8]([CH2:1][C:2]3[CH:7]=[CH:6][CH:5]=[CH:4][CH:3]=3)(=[O:10])=[O:9])[CH:39]([CH3:41])[CH3:40])[CH2:31][CH2:30]2)=[CH:33][CH:34]=1, predict the reactants needed to synthesize it. The reactants are: [CH2:1]([S:8](Cl)(=[O:10])=[O:9])[C:2]1[CH:7]=[CH:6][CH:5]=[CH:4][CH:3]=1.CCN(C(C)C)C(C)C.Cl.[NH2:22][CH:23]([CH:39]([CH3:41])[CH3:40])[C:24]([N:26]1[CH2:31][CH2:30][CH:29]([C:32]2[CH:37]=[CH:36][C:35]([Cl:38])=[CH:34][CH:33]=2)[CH2:28][CH2:27]1)=[O:25]. (2) The reactants are: [CH:1]1([CH2:7]Br)[CH2:6][CH2:5][CH2:4][CH2:3][CH2:2]1.[C:9]([O:13][C:14](=[O:32])[CH2:15][NH:16][S:17]([C:20]1[CH:29]=[C:28]2[C:23]([C:24]([Cl:31])=[CH:25][N:26]=[C:27]2[Cl:30])=[CH:22][CH:21]=1)(=[O:19])=[O:18])([CH3:12])([CH3:11])[CH3:10].C([O-])([O-])=O.[K+].[K+]. Given the product [C:9]([O:13][C:14](=[O:32])[CH2:15][N:16]([CH2:7][CH:1]1[CH2:6][CH2:5][CH2:4][CH2:3][CH2:2]1)[S:17]([C:20]1[CH:29]=[C:28]2[C:23]([C:24]([Cl:31])=[CH:25][N:26]=[C:27]2[Cl:30])=[CH:22][CH:21]=1)(=[O:19])=[O:18])([CH3:12])([CH3:10])[CH3:11], predict the reactants needed to synthesize it. (3) The reactants are: C([O:3][C:4](=[O:30])[C@H:5]([CH2:26][CH:27]([CH3:29])[CH3:28])[NH:6][C:7]([O:9][CH2:10][CH2:11][O:12][CH2:13][CH2:14][O:15][CH2:16][CH2:17][O:18][CH2:19][CH2:20][O:21][CH2:22][CH2:23][O:24][CH3:25])=[O:8])C.C(OC(=O)[C@H](CC(C)C)N)C. Given the product [CH3:25][O:24][CH2:23][CH2:22][O:21][CH2:20][CH2:19][O:18][CH2:17][CH2:16][O:15][CH2:14][CH2:13][O:12][CH2:11][CH2:10][O:9][C:7]([NH:6][C@H:5]([C:4]([OH:30])=[O:3])[CH2:26][CH:27]([CH3:28])[CH3:29])=[O:8], predict the reactants needed to synthesize it. (4) Given the product [CH3:37][O:38][C:24]([C:22]1[N:23]=[C:19]([NH2:18])[S:20][CH:21]=1)=[O:27], predict the reactants needed to synthesize it. The reactants are: COC1C=CC([C@@H]2C(=O)N([C@@H]([C@H](C3C=CC=CC=3)C)C([NH:18][C:19]3[S:20][CH:21]=[C:22]([C:24](=[O:27])CC)[N:23]=3)=O)C(=O)N2)=CC=1.[CH3:37][O-:38].[Na+]. (5) Given the product [I:18]/[CH:19]=[CH:20]\[CH2:21][CH2:22][CH2:23][CH2:24][O:17][C:14]1[CH:13]=[CH:12][C:11]([CH2:10][CH2:9][C:3]2([CH2:2][OH:1])[CH2:7][O:6][C:5]([CH3:8])=[N:4]2)=[CH:16][CH:15]=1, predict the reactants needed to synthesize it. The reactants are: [OH:1][CH2:2][C:3]1([CH2:9][CH2:10][C:11]2[CH:16]=[CH:15][C:14]([OH:17])=[CH:13][CH:12]=2)[CH2:7][O:6][C:5]([CH3:8])=[N:4]1.[I:18]/[CH:19]=[CH:20]\[CH2:21][CH2:22][CH2:23][CH2:24]O. (6) Given the product [F:14][C:15]1[CH:22]=[CH:21][C:20]([O:11][C@H:8]2[C:9]3[C:5](=[CH:4][CH:3]=[C:2]([Cl:1])[CH:10]=3)[CH2:6][CH2:7]2)=[CH:19][C:16]=1[C:17]#[N:18], predict the reactants needed to synthesize it. The reactants are: [Cl:1][C:2]1[CH:10]=[C:9]2[C:5]([CH2:6][CH2:7][C@H:8]2[OH:11])=[CH:4][CH:3]=1.[H-].[Na+].[F:14][C:15]1[CH:22]=[CH:21][CH:20]=[C:19](F)[C:16]=1[C:17]#[N:18]. (7) The reactants are: [NH:1]1[CH2:6][CH2:5][CH:4]([C:7]2[C:12](=[O:13])[NH:11][C:10]3[CH:14]=[CH:15][NH:16][C:9]=3[CH:8]=2)[CH2:3][CH2:2]1.[Cl:17][C:18]1[CH:19]=[C:20]2[CH2:31][C@@H:30]([CH2:32][C:33](O)=[O:34])[C:29](=[O:36])[N:28]([CH2:37][C:38]([CH3:41])([CH3:40])[CH3:39])[CH2:27][C:21]2=[C:22]2[C:26]=1[NH:25][CH:24]=[CH:23]2.C(Cl)CCl.C1C=CC2N(O)N=NC=2C=1.C(N(C(C)C)CC)(C)C. Given the product [Cl:17][C:18]1[CH:19]=[C:20]2[CH2:31][C@@H:30]([CH2:32][C:33](=[O:34])[N:1]3[CH2:2][CH2:3][CH:4]([C:7]4[C:12](=[O:13])[NH:11][C:10]5[CH:14]=[CH:15][NH:16][C:9]=5[CH:8]=4)[CH2:5][CH2:6]3)[C:29](=[O:36])[N:28]([CH2:37][C:38]([CH3:41])([CH3:40])[CH3:39])[CH2:27][C:21]2=[C:22]2[C:26]=1[NH:25][CH:24]=[CH:23]2, predict the reactants needed to synthesize it. (8) Given the product [CH3:29][N:30]([CH2:25][C:24]1[CH:27]=[CH:28][C:21]([CH:13]2[NH:12][C:7]3[C:6]4[C:5](=[N:4][NH:3][C:2](=[O:1])[C:11]=4[CH:10]=[CH:9][CH:8]=3)[CH:14]2[C:15]2[CH:20]=[CH:19][CH:18]=[CH:17][CH:16]=2)=[CH:22][CH:23]=1)[CH3:31], predict the reactants needed to synthesize it. The reactants are: [O:1]=[C:2]1[C:11]2[CH:10]=[CH:9][CH:8]=[C:7]3[NH:12][CH:13]([C:21]4[CH:28]=[CH:27][C:24]([CH:25]=O)=[CH:23][CH:22]=4)[CH:14]([C:15]4[CH:20]=[CH:19][CH:18]=[CH:17][CH:16]=4)[C:5]([C:6]=23)=[N:4][NH:3]1.[CH3:29][NH:30][CH3:31].[BH4-].[Na+].